From a dataset of Catalyst prediction with 721,799 reactions and 888 catalyst types from USPTO. Predict which catalyst facilitates the given reaction. (1) Reactant: [CH2:1]([O:3][C:4]([C:6]1[C:12]2[NH:13][C:14]3[CH:15]=[C:16]([O:20][CH2:21][CH2:22]CO)[CH:17]=[CH:18][C:19]=3[C:11]=2[C:10]([CH3:26])([CH3:25])[CH2:9][N:8]([C:27](=[O:36])[C:28]2[CH:33]=[CH:32][C:31]([F:34])=[C:30](F)[CH:29]=2)[CH:7]=1)=[O:5])[CH3:2].C(OC([C:42]1[C:48]2[NH:49][C:50]3[CH:51]=C(O)C=CC=3C=2C(C)(C)CN(C(=O)C2C=CC(F)=CC=2)C=1)=O)C.C(N(C(C)C)CC)(C)C.BrCCC[OH:81]. Product: [CH2:1]([O:3][C:4]([C:6]1[C:12]2[NH:13][C:14]3[CH:15]=[C:16]([O:20][CH2:21][CH2:22][N:49]4[CH2:48][CH2:42][O:81][CH2:51][CH2:50]4)[CH:17]=[CH:18][C:19]=3[C:11]=2[C:10]([CH3:26])([CH3:25])[CH2:9][N:8]([C:27](=[O:36])[C:28]2[CH:33]=[CH:32][C:31]([F:34])=[CH:30][CH:29]=2)[CH:7]=1)=[O:5])[CH3:2]. The catalyst class is: 10. (2) Reactant: [Br:1][C:2]1[CH:6]=[CH:5][O:4][C:3]=1[C:7]([OH:9])=[O:8].I[CH2:11][CH3:12].C(=O)([O-])[O-].[K+].[K+].O. Product: [Br:1][C:2]1[CH:6]=[CH:5][O:4][C:3]=1[C:7]([O:9][CH2:11][CH3:12])=[O:8]. The catalyst class is: 3. (3) Reactant: F[C:2]1[C:7]([C:8]2[N:13]=[C:12]([CH3:14])[N:11]=[C:10]([N:15]([CH2:25][C:26]3[CH:31]=[CH:30][C:29]([O:32][CH3:33])=[CH:28][CH:27]=3)[CH2:16][C:17]3[CH:22]=[CH:21][C:20]([O:23][CH3:24])=[CH:19][CH:18]=3)[N:9]=2)=[CH:6][C:5]([CH2:34][C:35]2[CH:40]=[CH:39][C:38]([S:41]([CH3:44])(=[O:43])=[O:42])=[CH:37][CH:36]=2)=[CH:4][N:3]=1.[NH2:45][C:46]1[CH:47]=[CH:48][C:49]([O:52][CH3:53])=[N:50][CH:51]=1.C[Si]([N-][Si](C)(C)C)(C)C.[Li+]. Product: [CH3:24][O:23][C:20]1[CH:21]=[CH:22][C:17]([CH2:16][N:15]([CH2:25][C:26]2[CH:31]=[CH:30][C:29]([O:32][CH3:33])=[CH:28][CH:27]=2)[C:10]2[N:9]=[C:8]([C:7]3[C:2]([NH:45][C:46]4[CH:51]=[N:50][C:49]([O:52][CH3:53])=[CH:48][CH:47]=4)=[N:3][CH:4]=[C:5]([CH2:34][C:35]4[CH:40]=[CH:39][C:38]([S:41]([CH3:44])(=[O:42])=[O:43])=[CH:37][CH:36]=4)[CH:6]=3)[N:13]=[C:12]([CH3:14])[N:11]=2)=[CH:18][CH:19]=1. The catalyst class is: 76.